Task: Regression. Given two drug SMILES strings and cell line genomic features, predict the synergy score measuring deviation from expected non-interaction effect.. Dataset: NCI-60 drug combinations with 297,098 pairs across 59 cell lines (1) Cell line: MCF7. Drug 2: C(=O)(N)NO. Drug 1: CCC1=CC2CC(C3=C(CN(C2)C1)C4=CC=CC=C4N3)(C5=C(C=C6C(=C5)C78CCN9C7C(C=CC9)(C(C(C8N6C)(C(=O)OC)O)OC(=O)C)CC)OC)C(=O)OC.C(C(C(=O)O)O)(C(=O)O)O. Synergy scores: CSS=47.7, Synergy_ZIP=8.75, Synergy_Bliss=7.50, Synergy_Loewe=7.11, Synergy_HSA=11.3. (2) Drug 1: CC12CCC(CC1=CCC3C2CCC4(C3CC=C4C5=CN=CC=C5)C)O. Drug 2: CS(=O)(=O)OCCCCOS(=O)(=O)C. Cell line: NCI/ADR-RES. Synergy scores: CSS=2.11, Synergy_ZIP=-3.39, Synergy_Bliss=-5.27, Synergy_Loewe=-11.8, Synergy_HSA=-5.76. (3) Drug 1: C1CC(C1)(C(=O)O)C(=O)O.[NH2-].[NH2-].[Pt+2]. Drug 2: B(C(CC(C)C)NC(=O)C(CC1=CC=CC=C1)NC(=O)C2=NC=CN=C2)(O)O. Cell line: HS 578T. Synergy scores: CSS=23.0, Synergy_ZIP=-2.11, Synergy_Bliss=-1.69, Synergy_Loewe=-31.1, Synergy_HSA=0.153. (4) Synergy scores: CSS=3.76, Synergy_ZIP=0.121, Synergy_Bliss=1.71, Synergy_Loewe=-11.5, Synergy_HSA=-1.39. Drug 1: C1=NC(=NC(=O)N1C2C(C(C(O2)CO)O)O)N. Cell line: SK-OV-3. Drug 2: CCC1(CC2CC(C3=C(CCN(C2)C1)C4=CC=CC=C4N3)(C5=C(C=C6C(=C5)C78CCN9C7C(C=CC9)(C(C(C8N6C)(C(=O)OC)O)OC(=O)C)CC)OC)C(=O)OC)O.OS(=O)(=O)O. (5) Drug 1: CC(C)(C#N)C1=CC(=CC(=C1)CN2C=NC=N2)C(C)(C)C#N. Drug 2: CC1C(C(CC(O1)OC2CC(CC3=C2C(=C4C(=C3O)C(=O)C5=C(C4=O)C(=CC=C5)OC)O)(C(=O)CO)O)N)O.Cl. Cell line: SF-295. Synergy scores: CSS=36.5, Synergy_ZIP=-0.755, Synergy_Bliss=-1.38, Synergy_Loewe=-1.05, Synergy_HSA=-0.0914.